From a dataset of Catalyst prediction with 721,799 reactions and 888 catalyst types from USPTO. Predict which catalyst facilitates the given reaction. (1) Reactant: [Li]CCCC.Br[C:7]1[CH:8]=[C:9]2[C:14](=[C:15]([CH3:17])[CH:16]=1)[N:13]=[C:12]([Cl:18])[C:11]([C:19]1[CH:24]=[CH:23][CH:22]=[C:21]([F:25])[CH:20]=1)=[C:10]2[Cl:26].[CH3:27][N:28]1[C:32]([C:33]([C:35]2[CH:36]=[N:37][C:38]([C:41]([F:44])([F:43])[F:42])=[CH:39][CH:40]=2)=[O:34])=[CH:31][N:30]=[CH:29]1. Product: [Cl:18][C:12]1[C:11]([C:19]2[CH:24]=[CH:23][CH:22]=[C:21]([F:25])[CH:20]=2)=[C:10]([Cl:26])[C:9]2[C:14](=[C:15]([CH3:17])[CH:16]=[C:7]([C:33]([C:32]3[N:28]([CH3:27])[CH:29]=[N:30][CH:31]=3)([C:35]3[CH:36]=[N:37][C:38]([C:41]([F:43])([F:42])[F:44])=[CH:39][CH:40]=3)[OH:34])[CH:8]=2)[N:13]=1. The catalyst class is: 1. (2) The catalyst class is: 6. Product: [Cl:1][C:2]1[N:3]=[C:4]([Cl:11])[C:5]2[CH:10]=[CH:9][N:8]([S:18]([C:13]3[CH:12]=[CH:17][C:16]([CH3:25])=[CH:15][CH:14]=3)(=[O:19])=[O:20])[C:6]=2[N:7]=1. Reactant: [Cl:1][C:2]1[N:3]=[C:4]([Cl:11])[C:5]2[CH:10]=[CH:9][NH:8][C:6]=2[N:7]=1.[C:12]1(C)[C:13]([S:18](Cl)(=[O:20])=[O:19])=[CH:14][CH:15]=[CH:16][CH:17]=1.[OH-].[Na+].[CH3:25]C(C)=O. (3) Reactant: [CH:1]1([NH2:4])[CH2:3][CH2:2]1.Br[CH2:6][CH2:7][O:8][C:9]1[CH:14]=[CH:13][C:12]([C:15]2[CH:20]=[CH:19][CH:18]=[CH:17][CH:16]=2)=[CH:11][CH:10]=1. Product: [C:12]1([C:15]2[CH:16]=[CH:17][CH:18]=[CH:19][CH:20]=2)[CH:11]=[CH:10][C:9]([O:8][CH2:7][CH2:6][NH:4][CH:1]2[CH2:3][CH2:2]2)=[CH:14][CH:13]=1. The catalyst class is: 7.